Dataset: Peptide-MHC class I binding affinity with 185,985 pairs from IEDB/IMGT. Task: Regression. Given a peptide amino acid sequence and an MHC pseudo amino acid sequence, predict their binding affinity value. This is MHC class I binding data. (1) The peptide sequence is YVYFYDLSY. The MHC is HLA-B83:01 with pseudo-sequence HLA-B83:01. The binding affinity (normalized) is 0.213. (2) The binding affinity (normalized) is 0.194. The MHC is HLA-A02:02 with pseudo-sequence HLA-A02:02. The peptide sequence is RTIILVGYM.